Dataset: Forward reaction prediction with 1.9M reactions from USPTO patents (1976-2016). Task: Predict the product of the given reaction. (1) Given the reactants [F:1][C:2]1[CH:23]=[CH:22][CH:21]=[C:20]([F:24])[C:3]=1[CH2:4][O:5][C:6]1[C:7]2[N:8]([C:13]([C:17](O)=[O:18])=[C:14]([CH3:16])[N:15]=2)[CH:9]=[C:10]([CH3:12])[CH:11]=1.F[B-](F)(F)F.N1(O[C+](N(C)C)N(C)C)C2C=CC=CC=2N=N1.CN1CCOCC1.[CH3:54][C:55]([NH2:59])([CH3:58])[CH2:56][NH2:57], predict the reaction product. The product is: [NH2:59][C:55]([CH3:58])([CH3:54])[CH2:56][NH:57][C:17]([C:13]1[N:8]2[CH:9]=[C:10]([CH3:12])[CH:11]=[C:6]([O:5][CH2:4][C:3]3[C:2]([F:1])=[CH:23][CH:22]=[CH:21][C:20]=3[F:24])[C:7]2=[N:15][C:14]=1[CH3:16])=[O:18]. (2) Given the reactants [NH2:1][C:2]1[CH:22]=[CH:21][C:5]([O:6][C:7]2[CH:12]=[CH:11][N:10]=[C:9]([NH:13][C:14]3[CH:19]=[CH:18][C:17]([F:20])=[CH:16][CH:15]=3)[CH:8]=2)=[C:4]([F:23])[CH:3]=1.[F:24][C:25]1[CH:30]=[CH:29][C:28]([CH2:31][C:32]([N:34]=[C:35]=[O:36])=[O:33])=[CH:27][CH:26]=1.COC1C=CC(CNC2N=CN=C(OC3C=CC(NC(NC(=O)CC4C=CC(F)=CC=4)=O)=CC=3F)C=2)=CC=1, predict the reaction product. The product is: [F:23][C:4]1[CH:3]=[C:2]([NH:1][C:35]([NH:34][C:32](=[O:33])[CH2:31][C:28]2[CH:29]=[CH:30][C:25]([F:24])=[CH:26][CH:27]=2)=[O:36])[CH:22]=[CH:21][C:5]=1[O:6][C:7]1[CH:12]=[CH:11][N:10]=[C:9]([NH:13][C:14]2[CH:15]=[CH:16][C:17]([F:20])=[CH:18][CH:19]=2)[CH:8]=1. (3) Given the reactants [Na].CO[C:4](=[O:18])[CH2:5][C:6]1([NH:9][C:10](=[O:17])[CH2:11][C:12]([O:14][CH2:15]C)=[O:13])[CH2:8][CH2:7]1, predict the reaction product. The product is: [O:17]=[C:10]1[CH:11]([C:12]([O:14][CH3:15])=[O:13])[C:4](=[O:18])[CH2:5][C:6]2([CH2:7][CH2:8]2)[NH:9]1.